Task: Binary Classification. Given protein and peptide amino acid sequences, predict whether they interact or not.. Dataset: Protein-peptide binding for MDM2, ACE2, and 12ca5 with 34 validated binders (1) The protein target is MDM2 with sequence MCNTNMSVPTDGAVTTSQIPASEQETLVRPKPLLLKLLKSVGAQKDTYTMKEVLFYLGQYIMTKRLYDEKQQHIVYCSNDLLGDLFGVPSFSVKEHRKIYTMIYRNLVVVNQQESSDSGTSVSENRCHLEGGSDQKDLVQELQEEKPSSSHLVSRPSTSSRRRAISETEENSDELSGERQRKRHKSDSISLSFDESLALCVIREICCERSSSSESTGTPSNPDLDAGVSEHSGDWLDQDSVSDQFSVEFEVESLDSEDYSLSEEGQELSDEDDEVYQVTVYQAGESDTDSFEEDPEISLADYWKCTSCNEMNPPLPSHCNRCWALRENWLPEDKGKDKGEISEKAKLENSTQAEEGFDVPDCKKTIVNDSRESCVEENDDKITQASQSQESEDYSQPSTSSSIIYSSQEDVKEFEREETQDKEESVESSLPLNAIEPCVICQGRPKNGCIVHGKTGHLMACFTCAKKLKKRNKPCPVCRQPIQMIVLTYFP. The peptide is TSFAEYWAAAAPK. (2) The protein target is MDM2 with sequence MCNTNMSVPTDGAVTTSQIPASEQETLVRPKPLLLKLLKSVGAQKDTYTMKEVLFYLGQYIMTKRLYDEKQQHIVYCSNDLLGDLFGVPSFSVKEHRKIYTMIYRNLVVVNQQESSDSGTSVSENRCHLEGGSDQKDLVQELQEEKPSSSHLVSRPSTSSRRRAISETEENSDELSGERQRKRHKSDSISLSFDESLALCVIREICCERSSSSESTGTPSNPDLDAGVSEHSGDWLDQDSVSDQFSVEFEVESLDSEDYSLSEEGQELSDEDDEVYQVTVYQAGESDTDSFEEDPEISLADYWKCTSCNEMNPPLPSHCNRCWALRENWLPEDKGKDKGEISEKAKLENSTQAEEGFDVPDCKKTIVNDSRESCVEENDDKITQASQSQESEDYSQPSTSSSIIYSSQEDVKEFEREETQDKEESVESSLPLNAIEPCVICQGRPKNGCIVHGKTGHLMACFTCAKKLKKRNKPCPVCRQPIQMIVLTYFP. The peptide is TSFAAYWNALSAK. (3) The protein target is MDM2 with sequence MCNTNMSVPTDGAVTTSQIPASEQETLVRPKPLLLKLLKSVGAQKDTYTMKEVLFYLGQYIMTKRLYDEKQQHIVYCSNDLLGDLFGVPSFSVKEHRKIYTMIYRNLVVVNQQESSDSGTSVSENRCHLEGGSDQKDLVQELQEEKPSSSHLVSRPSTSSRRRAISETEENSDELSGERQRKRHKSDSISLSFDESLALCVIREICCERSSSSESTGTPSNPDLDAGVSEHSGDWLDQDSVSDQFSVEFEVESLDSEDYSLSEEGQELSDEDDEVYQVTVYQAGESDTDSFEEDPEISLADYWKCTSCNEMNPPLPSHCNRCWALRENWLPEDKGKDKGEISEKAKLENSTQAEEGFDVPDCKKTIVNDSRESCVEENDDKITQASQSQESEDYSQPSTSSSIIYSSQEDVKEFEREETQDKEESVESSLPLNAIEPCVICQGRPKNGCIVHGKTGHLMACFTCAKKLKKRNKPCPVCRQPIQMIVLTYFP. The peptide is ASFAAYWNALSAK. (4) The protein target is MDM2 with sequence MCNTNMSVPTDGAVTTSQIPASEQETLVRPKPLLLKLLKSVGAQKDTYTMKEVLFYLGQYIMTKRLYDEKQQHIVYCSNDLLGDLFGVPSFSVKEHRKIYTMIYRNLVVVNQQESSDSGTSVSENRCHLEGGSDQKDLVQELQEEKPSSSHLVSRPSTSSRRRAISETEENSDELSGERQRKRHKSDSISLSFDESLALCVIREICCERSSSSESTGTPSNPDLDAGVSEHSGDWLDQDSVSDQFSVEFEVESLDSEDYSLSEEGQELSDEDDEVYQVTVYQAGESDTDSFEEDPEISLADYWKCTSCNEMNPPLPSHCNRCWALRENWLPEDKGKDKGEISEKAKLENSTQAEEGFDVPDCKKTIVNDSRESCVEENDDKITQASQSQESEDYSQPSTSSSIIYSSQEDVKEFEREETQDKEESVESSLPLNAIEPCVICQGRPKNGCIVHGKTGHLMACFTCAKKLKKRNKPCPVCRQPIQMIVLTYFP. The peptide is AAFAAYWAALAAK. The binding affinity (KD) is 4.70 nM. (5) The protein target is MDM2 with sequence MCNTNMSVPTDGAVTTSQIPASEQETLVRPKPLLLKLLKSVGAQKDTYTMKEVLFYLGQYIMTKRLYDEKQQHIVYCSNDLLGDLFGVPSFSVKEHRKIYTMIYRNLVVVNQQESSDSGTSVSENRCHLEGGSDQKDLVQELQEEKPSSSHLVSRPSTSSRRRAISETEENSDELSGERQRKRHKSDSISLSFDESLALCVIREICCERSSSSESTGTPSNPDLDAGVSEHSGDWLDQDSVSDQFSVEFEVESLDSEDYSLSEEGQELSDEDDEVYQVTVYQAGESDTDSFEEDPEISLADYWKCTSCNEMNPPLPSHCNRCWALRENWLPEDKGKDKGEISEKAKLENSTQAEEGFDVPDCKKTIVNDSRESCVEENDDKITQASQSQESEDYSQPSTSSSIIYSSQEDVKEFEREETQDKEESVESSLPLNAIEPCVICQGRPKNGCIVHGKTGHLMACFTCAKKLKKRNKPCPVCRQPIQMIVLTYFP. The peptide is AAFAAYWAAAAPK.